From a dataset of Forward reaction prediction with 1.9M reactions from USPTO patents (1976-2016). Predict the product of the given reaction. (1) Given the reactants CCN(C(C)C)C(C)C.[CH3:10][CH:11]([O:13][C:14]1[CH:15]=[C:16]([CH:20]=[C:21]([O:23][C:24]2[CH:36]=[CH:35][C:27]3[C:28](=[O:34])[N:29]([CH3:33])[CH2:30][CH2:31][O:32][C:26]=3[CH:25]=2)[CH:22]=1)[C:17](O)=[O:18])[CH3:12].[NH2:37][C:38]1[CH:42]=[CH:41][N:40]([C:43]([O:45][C:46]([CH3:49])([CH3:48])[CH3:47])=[O:44])[N:39]=1.CN(C(ON1N=NC2C=CC=NC1=2)=[N+](C)C)C.F[P-](F)(F)(F)(F)F, predict the reaction product. The product is: [CH3:12][CH:11]([O:13][C:14]1[CH:15]=[C:16]([C:17]([NH:37][C:38]2[CH:42]=[CH:41][N:40]([C:43]([O:45][C:46]([CH3:49])([CH3:48])[CH3:47])=[O:44])[N:39]=2)=[O:18])[CH:20]=[C:21]([O:23][C:24]2[CH:36]=[CH:35][C:27]3[C:28](=[O:34])[N:29]([CH3:33])[CH2:30][CH2:31][O:32][C:26]=3[CH:25]=2)[CH:22]=1)[CH3:10]. (2) Given the reactants [CH2:1](O)[C:2](N)(CO)[CH2:3][OH:4].Cl.CCC(CO[C:17](C(N(CC[NH+](C)C)C)=O)([C:24]1[CH:29]=[CH:28][CH:27]=[CH:26][CH:25]=1)[C:18]1C=CC=C[CH:19]=1)CC.[Cl-].C(N(CC(O)=O)CC(O)=O)CN(CC(O)=O)CC(O)=O.[F-].[Na+:61].C1C=CC(C[S:69](F)(=[O:71])=[O:70])=CC=1.C1N(C(N[C@H](C(N[C@H](/C=C/S(C2C=CC=CC=2)(=O)=O)CCC2C=CC=CC=2)=O)CC2C=CC(O)=CC=2)=O)CC[O:75]C1, predict the reaction product. The product is: [CH3:19][CH2:18][CH2:17][CH2:24][CH2:25][CH2:26][CH2:27][CH2:28][CH2:29][CH2:1][CH2:2][CH2:3][O:4][S:69]([O-:71])(=[O:75])=[O:70].[Na+:61]. (3) Given the reactants [O:1]1[CH2:3][C@H:2]1[CH2:4][N:5]1[C:9](=[O:10])[C:8]2=[CH:11][CH:12]=[CH:13][CH:14]=[C:7]2[C:6]1=[O:15].[SH:16][C:17]1[S:18][C:19]2[CH:25]=[CH:24][CH:23]=[CH:22][C:20]=2[N:21]=1, predict the reaction product. The product is: [S:18]1[C:19]2[CH:25]=[CH:24][CH:23]=[CH:22][C:20]=2[N:21]=[C:17]1[S:16][CH2:3][C@H:2]([OH:1])[CH2:4][N:5]1[C:9](=[O:10])[C:8]2=[CH:11][CH:12]=[CH:13][CH:14]=[C:7]2[C:6]1=[O:15]. (4) Given the reactants [Cl:1][CH2:2][CH2:3][N:4]([CH2:23][CH2:24][Cl:25])[P:5]([N:16]([CH2:20][CH2:21][Cl:22])[CH2:17][CH2:18][Cl:19])(=[O:15])[O:6][CH2:7][CH2:8][S:9]([CH2:12][CH2:13]O)(=[O:11])=[O:10].[CH:26]([N:29](CC)[CH:30](C)[CH3:31])(C)[CH3:27].FC(F)(F)S(OS(C(F)(F)F)(=O)=O)(=O)=O.C(NCC)C, predict the reaction product. The product is: [ClH:1].[Cl:1][CH2:2][CH2:3][N:4]([CH2:23][CH2:24][Cl:25])[P:5]([N:16]([CH2:20][CH2:21][Cl:22])[CH2:17][CH2:18][Cl:19])(=[O:15])[O:6][CH2:7][CH2:8][S:9]([CH2:12][CH2:13][N:29]([CH2:30][CH3:31])[CH2:26][CH3:27])(=[O:11])=[O:10].